This data is from Catalyst prediction with 721,799 reactions and 888 catalyst types from USPTO. The task is: Predict which catalyst facilitates the given reaction. Reactant: [CH3:1][NH:2][CH2:3][CH2:4][CH2:5][OH:6].[CH2:7]=[C:8]1[O:12][C:10](=[O:11])[CH2:9]1. Product: [OH:6][CH2:5][CH2:4][CH2:3][N:2]([CH3:1])[C:10](=[O:11])[CH2:9][C:8](=[O:12])[CH3:7]. The catalyst class is: 7.